From a dataset of Catalyst prediction with 721,799 reactions and 888 catalyst types from USPTO. Predict which catalyst facilitates the given reaction. (1) Reactant: Cl.C[O:3][C:4](=O)[C@@H:5]([NH2:14])[CH2:6][S:7][C:8]1[CH:13]=[CH:12][CH:11]=[CH:10][CH:9]=1.[H-].[Al+3].[Li+].[H-].[H-].[H-].O.[OH-].[Na+]. Product: [NH2:14][C@@H:5]([CH2:6][S:7][C:8]1[CH:13]=[CH:12][CH:11]=[CH:10][CH:9]=1)[CH2:4][OH:3]. The catalyst class is: 7. (2) Reactant: [OH-].[Li+].[CH:3]1([C@H:9]([NH:14][C:15]([C:17]2[CH:22]=[C:21]([Cl:23])[C:20]([Cl:24])=[CH:19][C:18]=2[NH:25][C:26]([NH:28][C:29]2[C:34]([CH3:35])=[CH:33][CH:32]=[CH:31][C:30]=2[CH3:36])=[O:27])=[O:16])[C:10]([O:12]C)=[O:11])[CH2:8][CH2:7][CH2:6][CH2:5][CH2:4]1.CO.Cl. The catalyst class is: 20. Product: [CH:3]1([C@H:9]([NH:14][C:15]([C:17]2[CH:22]=[C:21]([Cl:23])[C:20]([Cl:24])=[CH:19][C:18]=2[NH:25][C:26]([NH:28][C:29]2[C:34]([CH3:35])=[CH:33][CH:32]=[CH:31][C:30]=2[CH3:36])=[O:27])=[O:16])[C:10]([OH:12])=[O:11])[CH2:4][CH2:5][CH2:6][CH2:7][CH2:8]1. (3) The catalyst class is: 269. Product: [NH2:29][CH:30]([C:34]1[CH:39]=[CH:38][CH:37]=[CH:36][C:35]=1[O:40][CH3:41])[C:31]([N:9]([C:5]1[CH:6]=[CH:7][CH:8]=[C:3]([O:2][CH3:1])[CH:4]=1)[CH2:10][CH2:11][C:12]1[CH:17]=[CH:16][C:15]([C:18]([F:20])([F:19])[F:21])=[CH:14][CH:13]=1)=[O:32]. Reactant: [CH3:1][O:2][C:3]1[CH:4]=[C:5]([NH:9][CH2:10][CH2:11][C:12]2[CH:17]=[CH:16][C:15]([C:18]([F:21])([F:20])[F:19])=[CH:14][CH:13]=2)[CH:6]=[CH:7][CH:8]=1.C(OC([NH:29][CH:30]([C:34]1[CH:39]=[CH:38][CH:37]=[CH:36][C:35]=1[O:40][CH3:41])[C:31](O)=[O:32])=O)(C)(C)C.Cl.CN(C)CCCN=C=NCC.Cl. (4) Reactant: C[O:2][C:3](=[O:34])[C:4]1[CH:9]=[CH:8][C:7]([C@H:10]2[CH2:15][CH2:14][C@H:13]([O:16][CH2:17][C:18]3[C:19]([C:26]4[C:31]([Cl:32])=[CH:30][CH:29]=[CH:28][C:27]=4[Cl:33])=[N:20][O:21][C:22]=3[CH:23]3[CH2:25][CH2:24]3)[CH2:12][CH2:11]2)=[CH:6][CH:5]=1.[OH-].[Na+]. Product: [CH:23]1([C:22]2[O:21][N:20]=[C:19]([C:26]3[C:31]([Cl:32])=[CH:30][CH:29]=[CH:28][C:27]=3[Cl:33])[C:18]=2[CH2:17][O:16][C@H:13]2[CH2:14][CH2:15][C@H:10]([C:7]3[CH:6]=[CH:5][C:4]([C:3]([OH:34])=[O:2])=[CH:9][CH:8]=3)[CH2:11][CH2:12]2)[CH2:25][CH2:24]1. The catalyst class is: 83.